This data is from Reaction yield outcomes from USPTO patents with 853,638 reactions. The task is: Predict the reaction yield, written as a fraction of the theoretical maximum amount of product (1.0 means a 100% yield; for example, 0.34 means a 34% yield). (1) The reactants are [NH2:1][C:2]1[CH:7]=[C:6](OC)[CH:5]=[CH:4][C:3]=1[C:10]([C:12]1[CH:17]=[CH:16][CH:15]=[CH:14][C:13]=1[F:18])=[O:11].[Br:19]C1C=C(N)C=CC=1.FC1C=CC=CC=1C#N. No catalyst specified. The product is [NH2:1][C:2]1[CH:7]=[C:6]([Br:19])[CH:5]=[CH:4][C:3]=1[C:10]([C:12]1[CH:17]=[CH:16][CH:15]=[CH:14][C:13]=1[F:18])=[O:11]. The yield is 0.150. (2) The reactants are [Cl:1][C:2]1[C:7]([C:8]([NH2:10])=[O:9])=[C:6]([OH:11])[C:5]([N+:12]([O-])=O)=[CH:4][CH:3]=1. The catalyst is C1COCC1.[Pt]. The product is [Cl:1][C:2]1[C:7]([C:8]([NH2:10])=[O:9])=[C:6]([OH:11])[C:5]([NH2:12])=[CH:4][CH:3]=1. The yield is 0.960.